The task is: Predict the reactants needed to synthesize the given product.. This data is from Retrosynthesis with 50K atom-mapped reactions and 10 reaction types from USPTO. Given the product COc1cc(-c2ccccc2)ccc1C(=O)Nc1cc(C(F)(F)F)cc(C(F)(F)F)c1, predict the reactants needed to synthesize it. The reactants are: COc1cc(-c2ccccc2)ccc1C(=O)O.Nc1cc(C(F)(F)F)cc(C(F)(F)F)c1.